Dataset: Catalyst prediction with 721,799 reactions and 888 catalyst types from USPTO. Task: Predict which catalyst facilitates the given reaction. (1) Reactant: [C:1]1([S:7][C:8]2[CH:13]=[CH:12][C:11]([OH:14])=[CH:10][CH:9]=2)[CH:6]=[CH:5][CH:4]=[CH:3][CH:2]=1.[CH3:15][O:16][CH2:17][CH2:18]Cl.C(=O)([O-])[O-].[K+].[K+].CN(C=O)C. Product: [C:1]1([S:7][C:8]2[CH:13]=[CH:12][C:11]([O:14][CH2:18][CH2:17][O:16][CH3:15])=[CH:10][CH:9]=2)[CH:2]=[CH:3][CH:4]=[CH:5][CH:6]=1. The catalyst class is: 93. (2) Product: [C:22]([NH:10][C:9]1[C:2]([Cl:1])=[CH:3][C:4]([C:5]#[N:6])=[CH:7][C:8]=1[Cl:11])(=[O:24])[CH3:23]. Reactant: [Cl:1][C:2]1[CH:3]=[C:4]([CH:7]=[C:8]([Cl:11])[C:9]=1[NH2:10])[C:5]#[N:6].C[Si]([N-][Si](C)(C)C)(C)C.[Na+].[C:22](Cl)(=[O:24])[CH3:23].Cl. The catalyst class is: 569. (3) Reactant: [CH3:1][O:2][N:3]([CH3:14])[C:4](=[O:13])[C:5]1[CH:10]=[CH:9][C:8]([F:11])=[CH:7][C:6]=1[NH2:12].[CH:15](=O)[CH3:16].CC(O)=O.C(O[BH-](OC(=O)C)OC(=O)C)(=O)C.[Na+]. Product: [CH3:1][O:2][N:3]([CH3:14])[C:4](=[O:13])[C:5]1[CH:10]=[CH:9][C:8]([F:11])=[CH:7][C:6]=1[NH:12][CH2:15][CH3:16]. The catalyst class is: 4. (4) Product: [Cl:20][C:17]1[N:16]=[CH:15][C:14]([N:13]2[CH2:12][CH2:11][C:4]3([CH2:9][CH2:10][O:7][CH2:6][CH2:5]3)[C:3]2=[O:21])=[CH:19][N:18]=1. Reactant: CO[C:3](=[O:21])[C:4]([CH2:11][CH2:12][NH:13][C:14]1[CH:15]=[N:16][C:17]([Cl:20])=[N:18][CH:19]=1)([CH2:9][CH3:10])[CH2:5][CH2:6][O:7]C.CC(C)([O-])C.[K+]. The catalyst class is: 56. (5) Reactant: [CH2:1]([N:3]([CH2:29][CH3:30])[CH2:4][CH2:5][S:6][C:7]1[CH:8]=[CH:9][C:10]2[C:22](=[O:23])[C:21]3[C:20]4[C:15](=[CH:16][C:17]([C:24]#[N:25])=[CH:18][CH:19]=4)[NH:14][C:13]=3[C:12]([CH3:27])([CH3:26])[C:11]=2[CH:28]=1)[CH3:2].[OH:31]OS([O-])=O.[K+].[OH2:37]. Product: [CH2:29]([N:3]([CH2:1][CH3:2])[CH2:4][CH2:5][S:6]([C:7]1[CH:8]=[CH:9][C:10]2[C:22](=[O:23])[C:21]3[C:20]4[C:15](=[CH:16][C:17]([C:24]#[N:25])=[CH:18][CH:19]=4)[NH:14][C:13]=3[C:12]([CH3:26])([CH3:27])[C:11]=2[CH:28]=1)(=[O:31])=[O:37])[CH3:30]. The catalyst class is: 5. (6) Reactant: [CH:1]([C:3]1[CH:11]=[CH:10][C:6]([C:7]([OH:9])=[O:8])=[CH:5][CH:4]=1)=O.[Cl:12][C:13]1[CH:19]=[CH:18][C:16]([NH2:17])=[CH:15][CH:14]=1.CC([O-])=O.C([BH3-])#N.[Na+]. Product: [Cl:12][C:13]1[CH:19]=[CH:18][C:16]([NH:17][CH2:1][C:3]2[CH:11]=[CH:10][C:6]([C:7]([OH:9])=[O:8])=[CH:5][CH:4]=2)=[CH:15][CH:14]=1. The catalyst class is: 5.